Dataset: Experimentally validated miRNA-target interactions with 360,000+ pairs, plus equal number of negative samples. Task: Binary Classification. Given a miRNA mature sequence and a target amino acid sequence, predict their likelihood of interaction. (1) The miRNA is mmu-miR-291b-5p with sequence GAUCAAAGUGGAGGCCCUCUCC. The protein sequence of the target gene is MRVHYLWLLLILGHAASAQYSSANDWTVDHPQTLFAWEGACIRIPCKYKTPLPKARLDNILLFQNYEFDKATKKFKGTVLYNKAEPELYPPKQRRVTFLGNSIDNCTLKIHPIRANDSGNLGLRMTAGTERWMEPIHLNVSEKPFQPYIQMPSEIRESQSVTLTCGLNFSCFEYDILLQWFLEDSKITSVTPSVTSITSSVTSSIKNVYTESKLTFQPKWTDHGKSVKCQVQHSSEVLSERTVRLDVKYTPKLEIKVNPTEVEKNNSVTMTCRVNSSNPKLRTVAVSWFKDGRPLEDQEL.... Result: 0 (no interaction). (2) The miRNA is mmu-miR-3569-3p with sequence UCAGUCUGCGCUCCUCUCCAGC. The protein sequence of the target gene is MDPAPSLGCSLKDVKWSSVAVPLDLLVSTYRLPQIARLDNGECVEGLRENDYLLIHSCRQWTTITAHSLEEGHYVIGPKIEIPVHYAGQFKLLEQDRDIKEPVQYFNSVEEVAKAFPERVYVMEDITFNVKVASGECNEDTEVYNITLCTGDELTLMGQAEILYAKTFKEKSRLNTIFKKIGKLNSISKLGKGKMPCLICMNHRTNESISLPFQCKGRFSTRSPLELQMQEGEHTIRNIVEKTRLPVNVTVPSPPPRNPYDLHFIREGHRYKFVNIQTKTVVVCCVLRNNKILPMHFPLH.... Result: 0 (no interaction). (3) Result: 1 (interaction). The miRNA is hsa-miR-622 with sequence ACAGUCUGCUGAGGUUGGAGC. The protein sequence of the target gene is MPKHEFSVDMTCGGCAEAVSRVLNKLGGVKYDIDLPNKKVCIESEHSMDTLLATLKKTGKTVSYLGLE. (4) The miRNA is hsa-miR-338-3p with sequence UCCAGCAUCAGUGAUUUUGUUG. The protein sequence of the target gene is MASPPRHGPPGPASGDGPNLNNNNNNNNHSVRKCGYLRKQKHGHKRFFVLRGPGAGGDEATAGGGSAPQPPRLEYYESEKKWRSKAGAPKRVIALDCCLNINKRADAKHKYLIALYTKDEYFAVAAENEQEQEGWYRALTDLVSEGRAAAGDAPPAAAPAASCSASLPGALGGSAGAAGAEDSYGLVAPATAAYREVWQVNLKPKGLGQSKNLTGVYRLCLSARTIGFVKLNCEQPSVTLQLMNIRRCGHSDSFFFIEVGRSAVTGPGELWMQADDSVVAQNIHETILEAMKALKELFEF.... Result: 1 (interaction). (5) The miRNA is hsa-miR-302e with sequence UAAGUGCUUCCAUGCUU. The protein sequence of the target gene is MEKKWKYCAVYYIIQIHFVKGVWEKTVNTEENVYATLGSDVNLTCQTQTVGFFVQMQWSKVTNKIDLIAVYHPQYGFYCAYGRPCESLVTFTETPENGSKWTLHLRNMSCSVSGRYECMLVLYPEGIQTKIYNLLIQTHVTADEWNSNHTIEIEINQTLEIPCFQNSSSKISSEFTYAWSVENSSTDSWVLLSKGIKEDNGTQETLISQNHLISNSTLLKDRVKLGTDYRLHLSPVQIFDDGRKFSCHIRVGPNKILRSSTTVKVFAKPEIPVIVENNSTDVLVERRFTCLLKNVFPKAN.... Result: 0 (no interaction).